This data is from Forward reaction prediction with 1.9M reactions from USPTO patents (1976-2016). The task is: Predict the product of the given reaction. (1) Given the reactants [F-:1].[K+].C1N2CCOCCOCCN(CCOCCOCC2)CCOCCOC1.Cl[CH2:30][C:31]1[CH:36]=[CH:35][CH:34]=[CH:33][C:32]=1[S:37][CH2:38][CH2:39][CH:40]1[O:44][CH2:43][CH2:42][O:41]1, predict the reaction product. The product is: [F:1][CH2:30][C:31]1[CH:36]=[CH:35][CH:34]=[CH:33][C:32]=1[S:37][CH2:38][CH2:39][CH:40]1[O:44][CH2:43][CH2:42][O:41]1. (2) Given the reactants [CH:1]1([N:4]2[C:8]3[C:9]([O:33][C@@H:34]([C@@H:36]4[CH2:40][C:39](=[O:41])[NH:38][CH2:37]4)[CH3:35])=[N:10][C:11]([C:13]4[CH:18]=[CH:17][C:16]([N:19]5[CH2:24][CH:23]6[CH2:25][CH:21]([N:22]6C(OC(C)(C)C)=O)[CH2:20]5)=[CH:15][CH:14]=4)=[CH:12][C:7]=3[N:6]=[CH:5]2)[CH2:3][CH2:2]1.FC(F)(F)C(O)=O.C([O-])(O)=O.[Na+], predict the reaction product. The product is: [CH:23]12[CH2:25][CH:21]([NH:22]1)[CH2:20][N:19]([C:16]1[CH:15]=[CH:14][C:13]([C:11]3[N:10]=[C:9]([O:33][C@@H:34]([C@H:36]4[CH2:37][NH:38][C:39](=[O:41])[CH2:40]4)[CH3:35])[C:8]4[N:4]([CH:1]5[CH2:3][CH2:2]5)[CH:5]=[N:6][C:7]=4[CH:12]=3)=[CH:18][CH:17]=1)[CH2:24]2. (3) Given the reactants C(=O)[CH2:2][CH2:3][CH2:4][CH2:5][CH2:6][CH2:7][CH2:8][CH2:9][CH2:10][CH2:11][CH2:12][CH3:13].F[C:16](F)(F)[C:17](O)=O.[NH2:22][C:23]1[CH:27]=[CH:26][S:25][CH:24]=1.[OH-].[Na+], predict the reaction product. The product is: [CH2:2]([N:22]1[C:23]2=[CH:27][CH2:26][S:25][C:24]2=[CH:23][C:24]2[S:25][CH:26]=[CH:16][C:17]1=2)[CH2:3][CH2:4][CH2:5][CH2:6][CH2:7][CH2:8][CH2:9][CH2:10][CH2:11][CH2:12][CH3:13]. (4) Given the reactants [CH3:1][C:2]1[O:3][C:4]2[C:14]([N:15]=1)=[CH:13][C:7]1[CH2:8][CH2:9][NH:10][CH2:11][CH2:12][C:6]=1[CH:5]=2.[Cl:16][CH2:17][CH2:18][CH2:19][S:20][C:21]1[N:22]([CH3:37])[C:23]([C:26]2[CH:35]=[CH:34][CH:33]=[C:32]3[C:27]=2[CH:28]=[CH:29][C:30]([CH3:36])=[N:31]3)=[N:24][N:25]=1, predict the reaction product. The product is: [ClH:16].[CH3:1][C:2]1[O:3][C:4]2[C:14]([N:15]=1)=[CH:13][C:7]1[CH2:8][CH2:9][N:10]([CH2:17][CH2:18][CH2:19][S:20][C:21]3[N:22]([CH3:37])[C:23]([C:26]4[CH:35]=[CH:34][CH:33]=[C:32]5[C:27]=4[CH:28]=[CH:29][C:30]([CH3:36])=[N:31]5)=[N:24][N:25]=3)[CH2:11][CH2:12][C:6]=1[CH:5]=2. (5) Given the reactants C(OC([N:8]1[CH2:13][CH2:12][N:11]([C:14](=[O:22])[C:15]2[CH:20]=[CH:19][CH:18]=[CH:17][C:16]=2[F:21])[CH2:10][CH2:9]1)=O)(C)(C)C.[ClH:23].O1CCOCC1, predict the reaction product. The product is: [ClH:23].[F:21][C:16]1[CH:17]=[CH:18][CH:19]=[CH:20][C:15]=1[C:14]([N:11]1[CH2:10][CH2:9][NH:8][CH2:13][CH2:12]1)=[O:22].